Predict the reaction yield, written as a fraction of the theoretical maximum amount of product (1.0 means a 100% yield; for example, 0.34 means a 34% yield). From a dataset of Reaction yield outcomes from USPTO patents with 853,638 reactions. (1) The reactants are [CH3:1][C:2]1([C:5]#[C:6][C:7]2[CH:12]=[C:11]([N+:13]([O-:15])=[O:14])[CH:10]=[CH:9][C:8]=2[NH:16]C(=O)CCC)[CH2:4][CH2:3]1.CCCC[N+](CCCC)(CCCC)CCCC.[F-]. The catalyst is C1COCC1. The product is [CH3:1][C:2]1([C:5]2[NH:16][C:8]3[C:7]([CH:6]=2)=[CH:12][C:11]([N+:13]([O-:15])=[O:14])=[CH:10][CH:9]=3)[CH2:4][CH2:3]1. The yield is 0.710. (2) The reactants are [F:1][C:2]1[CH:7]=[CH:6][N:5]=[C:4]2[N:8]([Si](C(C)C)(C(C)C)C(C)C)[CH:9]=[CH:10][C:3]=12.[Br-:21].[Br-:22].[Br-].N1C=CC=CC=1.C([OH:34])(C)(C)C. No catalyst specified. The product is [Br:21][C:10]1([Br:22])[C:3]2[C:4](=[N:5][CH:6]=[CH:7][C:2]=2[F:1])[NH:8][C:9]1=[O:34]. The yield is 0.290. (3) The reactants are OC1C=C([CH2:8][C:9]#[N:10])C=CC=1.[CH2:11]=[O:12].[OH2:13].[C:14]1([CH3:24])[CH:19]=[CH:18][C:17](S(O)(=O)=O)=[CH:16][CH:15]=1. The catalyst is C1(C)C=CC=CC=1. The product is [O:12]1[C:15]2[CH:16]=[C:17]([CH2:8][C:9]#[N:10])[CH:18]=[CH:19][C:14]=2[CH2:24][O:13][CH2:11]1. The yield is 0.0500.